Task: Predict which catalyst facilitates the given reaction.. Dataset: Catalyst prediction with 721,799 reactions and 888 catalyst types from USPTO (1) Reactant: [CH2:1]([O:8][C:9]1[N:14]=[C:13]([O:15][CH2:16][C:17]2[CH:22]=[CH:21][CH:20]=[CH:19][CH:18]=2)[C:12]([N+:23]([O-])=O)=[C:11]([CH:26]=[CH:27]N(C)C)[N:10]=1)[C:2]1[CH:7]=[CH:6][CH:5]=[CH:4][CH:3]=1. Product: [CH2:1]([O:8][C:9]1[NH:10][C:11]2=[CH:26][CH:27]=[N:23][C:12]2=[C:13]([O:15][CH2:16][C:17]2[CH:22]=[CH:21][CH:20]=[CH:19][CH:18]=2)[N:14]=1)[C:2]1[CH:3]=[CH:4][CH:5]=[CH:6][CH:7]=1. The catalyst class is: 183. (2) The catalyst class is: 4. Reactant: Cl.[NH2:2][CH2:3][C:4]([CH3:9])([CH3:8])[C:5]([OH:7])=[O:6].C(N(C(C)C)CC)(C)C.[CH:19]1[C:31]2[CH:30]([CH2:32][O:33][C:34](Cl)=[O:35])[C:29]3[C:24](=[CH:25][CH:26]=[CH:27][CH:28]=3)[C:23]=2[CH:22]=[CH:21][CH:20]=1. Product: [CH:19]1[C:31]2[CH:30]([CH2:32][O:33][C:34]([NH:2][CH2:3][C:4]([CH3:9])([CH3:8])[C:5]([OH:7])=[O:6])=[O:35])[C:29]3[C:24](=[CH:25][CH:26]=[CH:27][CH:28]=3)[C:23]=2[CH:22]=[CH:21][CH:20]=1. (3) Reactant: [CH:1]([C:4]1[C:8]([CH2:9][CH2:10][CH2:11][O:12][CH2:13][O:14][CH3:15])=[CH:7][NH:6][N:5]=1)([CH3:3])[CH3:2].[H-].[Na+].Br[C:19]1[CH:24]=[CH:23][C:22]([Br:25])=[CH:21][N:20]=1.O. Product: [Br:25][C:22]1[CH:23]=[CH:24][C:19]([N:6]2[CH:7]=[C:8]([CH2:9][CH2:10][CH2:11][O:12][CH2:13][O:14][CH3:15])[C:4]([CH:1]([CH3:3])[CH3:2])=[N:5]2)=[N:20][CH:21]=1. The catalyst class is: 9.